The task is: Predict which catalyst facilitates the given reaction.. This data is from Catalyst prediction with 721,799 reactions and 888 catalyst types from USPTO. (1) Reactant: [O:1]1[C:5]2[CH:6]=[CH:7][C:8]([C:10](=[N:12]O)[CH3:11])=[CH:9][C:4]=2[O:3][CH2:2]1.[H-].[Al+3].[Li+].[H-].[H-].[H-].C(NC(C)C)(C)C. Product: [O:1]1[C:5]2[CH:6]=[CH:7][C:8]([CH:10]3[CH2:11][NH:12]3)=[CH:9][C:4]=2[O:3][CH2:2]1. The catalyst class is: 7. (2) Reactant: [C:1](Cl)(=[O:4])[CH2:2][CH3:3].[NH2:6][C:7]1[N:16]=[C:15]([C:17]([N:19]2[CH2:27][C:26]3[C:21](=[CH:22][CH:23]=[CH:24][CH:25]=3)[CH2:20]2)=[O:18])[C:14]2[C:9](=[CH:10][CH:11]=[C:12]([C:28]3[CH:33]=[C:32]([F:34])[C:31]([F:35])=[CH:30][C:29]=3[CH2:36][OH:37])[CH:13]=2)[N:8]=1.C(OCC)(=O)C.O. Product: [C:1]([O:37][CH2:36][C:29]1[CH:30]=[C:31]([F:35])[C:32]([F:34])=[CH:33][C:28]=1[C:12]1[CH:13]=[C:14]2[C:9](=[CH:10][CH:11]=1)[N:8]=[C:7]([NH2:6])[N:16]=[C:15]2[C:17]([N:19]1[CH2:20][C:21]2[C:26](=[CH:25][CH:24]=[CH:23][CH:22]=2)[CH2:27]1)=[O:18])(=[O:4])[CH2:2][CH3:3]. The catalyst class is: 468.